This data is from Reaction yield outcomes from USPTO patents with 853,638 reactions. The task is: Predict the reaction yield, written as a fraction of the theoretical maximum amount of product (1.0 means a 100% yield; for example, 0.34 means a 34% yield). The reactants are [CH2:1]([O:3][C:4](=[O:10])[CH2:5][S:6]([CH3:9])(=[O:8])=[O:7])[CH3:2].[H-].[Na+].[Br:13][C:14]1[CH:19]=[CH:18][C:17]([CH2:20][CH2:21]I)=[CH:16][N:15]=1.[Cl-].[NH4+]. The catalyst is CN(C=O)C. The yield is 0.710. The product is [Br:13][C:14]1[N:15]=[CH:16][C:17]([CH2:20][CH2:21][CH:5]([S:6]([CH3:9])(=[O:8])=[O:7])[C:4]([O:3][CH2:1][CH3:2])=[O:10])=[CH:18][CH:19]=1.